This data is from Forward reaction prediction with 1.9M reactions from USPTO patents (1976-2016). The task is: Predict the product of the given reaction. Given the reactants [C:1]1(N2CCCC2)[CH2:6][CH2:5][CH2:4][CH2:3][CH:2]=1.[CH2:12](Br)[CH2:13][CH3:14].O.[OH:17]S(O)(=O)=O, predict the reaction product. The product is: [CH2:12]([CH:1]1[CH2:2][CH2:3][CH2:4][CH2:5][C:6]1=[O:17])[CH2:13][CH3:14].